From a dataset of Catalyst prediction with 721,799 reactions and 888 catalyst types from USPTO. Predict which catalyst facilitates the given reaction. (1) Reactant: [Si:1]([O:8][C@@H:9]1[C@@H:14]([CH3:15])[CH2:13][N:12]([C:16]2[CH:21]=[CH:20][N:19]=[CH:18][C:17]=2[NH:22][C:23](=[O:41])[C:24]2[CH:29]=[CH:28][C:27]([F:30])=[C:26]([C:31]3[C:36]([F:37])=[CH:35][C:34]([CH:38]=[CH2:39])=[CH:33][C:32]=3[F:40])[N:25]=2)[CH2:11][C@H:10]1[NH:42][C:43](=[O:49])[O:44][C:45]([CH3:48])([CH3:47])[CH3:46])([C:4]([CH3:7])([CH3:6])[CH3:5])([CH3:3])[CH3:2]. Product: [Si:1]([O:8][C@@H:9]1[C@@H:14]([CH3:15])[CH2:13][N:12]([C:16]2[CH:21]=[CH:20][N:19]=[CH:18][C:17]=2[NH:22][C:23](=[O:41])[C:24]2[CH:29]=[CH:28][C:27]([F:30])=[C:26]([C:31]3[C:32]([F:40])=[CH:33][C:34]([CH2:38][CH3:39])=[CH:35][C:36]=3[F:37])[N:25]=2)[CH2:11][C@H:10]1[NH:42][C:43](=[O:49])[O:44][C:45]([CH3:46])([CH3:48])[CH3:47])([C:4]([CH3:5])([CH3:6])[CH3:7])([CH3:3])[CH3:2]. The catalyst class is: 19. (2) Reactant: C([O:4][CH2:5][C:6]([CH3:35])([CH3:34])[CH2:7][C@H:8]([N:25]([C:27](OC(C)(C)C)=[O:28])[CH3:26])[CH2:9][O:10][C:11](=[O:24])[NH:12][C:13]1[N:14]=[CH:15][C:16]2[C:21]([CH:22]=1)=[CH:20][C:19]([F:23])=[CH:18][CH:17]=2)(=O)C.Cl.CCN(C(C)C)C(C)C.[Cl:46][C:47]1[C:66]([F:67])=[CH:65][CH:64]=[CH:63][C:48]=1[CH2:49][NH:50]C(=O)OC1C=CC([N+]([O-])=O)=CC=1. Product: [F:23][C:19]1[CH:20]=[C:21]2[C:16](=[CH:17][CH:18]=1)[CH:15]=[N:14][C:13]([NH:12][C:11](=[O:24])[O:10][CH2:9][C@@H:8]([N:25]([CH3:26])[C:27]([NH:50][CH2:49][C:48]1[CH:63]=[CH:64][CH:65]=[C:66]([F:67])[C:47]=1[Cl:46])=[O:28])[CH2:7][C:6]([CH3:35])([CH3:34])[CH2:5][OH:4])=[CH:22]2. The catalyst class is: 1. (3) Reactant: [C:1]([O:5][C:6]([N:8]1[CH2:13][CH2:12][C:11](=[O:14])[CH2:10][CH2:9]1)=[O:7])([CH3:4])([CH3:3])[CH3:2].C([N-]C(C)C)(C)C.[Li+].[F:23][C:24]([F:31])([F:30])[C:25](OCC)=[O:26]. Product: [C:1]([O:5][C:6]([N:8]1[CH2:9][CH2:10][C:11](=[O:14])[CH:12]([C:25](=[O:26])[C:24]([F:31])([F:30])[F:23])[CH2:13]1)=[O:7])([CH3:4])([CH3:2])[CH3:3]. The catalyst class is: 7. (4) Reactant: C([Li])CCC.[Br:6][C:7]1[CH:12]=[CH:11][C:10]([C:13]2[CH:18]=[CH:17][C:16]([Br:19])=[CH:15][C:14]=2I)=[C:9](I)[CH:8]=1.Cl[P:23](=[O:31])(Cl)[C:24]1[CH:29]=[CH:28][CH:27]=[CH:26][CH:25]=1.O. Product: [Br:6][C:7]1[CH:12]=[CH:11][C:10]2[C:13]3[CH:18]=[CH:17][C:16]([Br:19])=[CH:15][C:14]=3[P:23](=[O:31])([C:24]3[CH:29]=[CH:28][CH:27]=[CH:26][CH:25]=3)[C:9]=2[CH:8]=1. The catalyst class is: 1. (5) Reactant: [CH2:1]([N:8]1[C:13](=[O:14])[C:12]2=[C:15]([C:18](O)=[O:19])[CH:16]=[CH:17][N:11]2[N:10]=[C:9]1[CH:21]([N:24]([CH2:34][CH2:35][CH2:36][NH:37][C:38]([O:40][C:41]([CH3:44])([CH3:43])[CH3:42])=[O:39])[C:25](=[O:33])[C:26]1[CH:31]=[CH:30][C:29]([CH3:32])=[CH:28][CH:27]=1)[CH2:22][CH3:23])[C:2]1[CH:7]=[CH:6][CH:5]=[CH:4][CH:3]=1.C1C=CC2N(O)N=NC=2C=1.C[CH2:56][N:57]=[C:58]=NCCCN(C)C.CNC.CCN(C(C)C)C(C)C. Product: [C:41]([O:40][C:38](=[O:39])[NH:37][CH2:36][CH2:35][CH2:34][N:24]([CH:21]([C:9]1[N:8]([CH2:1][C:2]2[CH:7]=[CH:6][CH:5]=[CH:4][CH:3]=2)[C:13](=[O:14])[C:12]2=[C:15]([C:18](=[O:19])[N:57]([CH3:58])[CH3:56])[CH:16]=[CH:17][N:11]2[N:10]=1)[CH2:22][CH3:23])[C:25](=[O:33])[C:26]1[CH:27]=[CH:28][C:29]([CH3:32])=[CH:30][CH:31]=1)([CH3:43])([CH3:42])[CH3:44]. The catalyst class is: 3. (6) Reactant: [NH2:1][C:2]1[N:7]=[CH:6][C:5]([C:8]2[CH:32]=[CH:31][C:11]3[N:12]([C:27]([CH3:30])([CH3:29])[CH3:28])[C:13]([C:15]4[CH:16]=[C:17]([OH:26])[CH:18]=[CH:19][C:20]=4[N:21]4[CH:25]=[N:24][CH:23]=[N:22]4)=[N:14][C:10]=3[CH:9]=2)=[CH:4][N:3]=1.C(=O)([O-])[O-].[K+].[K+].I[CH2:40][CH3:41].O. Product: [C:27]([N:12]1[C:11]2[CH:31]=[CH:32][C:8]([C:5]3[CH:4]=[N:3][C:2]([NH2:1])=[N:7][CH:6]=3)=[CH:9][C:10]=2[N:14]=[C:13]1[C:15]1[CH:16]=[C:17]([O:26][CH2:40][CH3:41])[CH:18]=[CH:19][C:20]=1[N:21]1[CH:25]=[N:24][CH:23]=[N:22]1)([CH3:29])([CH3:28])[CH3:30]. The catalyst class is: 618. (7) Reactant: [OH:1][C:2]1[C:3]([C:14]2[O:15][C:16]([CH2:19][CH2:20][C:21](=[O:23])[CH3:22])=[CH:17][CH:18]=2)=[C:4]([CH2:9][C:10]([O:12]C)=[O:11])[CH:5]=[C:6]([OH:8])[CH:7]=1.[OH-].[Na+].Cl. Product: [OH:1][C:2]1[C:3]([C:14]2[O:15][C:16]([CH2:19][CH2:20][C:21](=[O:23])[CH3:22])=[CH:17][CH:18]=2)=[C:4]([CH2:9][C:10]([OH:12])=[O:11])[CH:5]=[C:6]([OH:8])[CH:7]=1. The catalyst class is: 10. (8) Reactant: [F:1][C:2]1[CH:3]=C(NC)C(N)=[N:6][CH:7]=1.[C:11]([N:18]1[CH:22]=[CH:21][N:20]=[CH:19]1)(N1C=CN=C1)=O.C1C[O:26]CC1. Product: [F:1][C:2]1[CH:3]=[C:22]2[N:18]([CH3:11])[C:19](=[O:26])[NH:20][C:21]2=[N:6][CH:7]=1. The catalyst class is: 389. (9) Reactant: [OH:1][C:2]1[CH:9]=[CH:8][C:5]([CH:6]=[O:7])=[CH:4][CH:3]=1.C([O-])([O-])=O.[Cs+].[Cs+].Br[CH2:17][CH2:18][CH2:19][CH2:20][CH2:21][S:22][C:23]1[C:32]2[C:27](=[CH:28][C:29]([C:33]([F:36])([F:35])[F:34])=[CH:30][CH:31]=2)[N:26]=[CH:25][CH:24]=1. Product: [F:36][C:33]([F:34])([F:35])[C:29]1[CH:28]=[C:27]2[C:32]([C:23]([S:22][CH2:21][CH2:20][CH2:19][CH2:18][CH2:17][O:1][C:2]3[CH:9]=[CH:8][C:5]([CH2:6][OH:7])=[CH:4][CH:3]=3)=[CH:24][CH:25]=[N:26]2)=[CH:31][CH:30]=1. The catalyst class is: 3. (10) Reactant: C(OC([N:11]1[CH2:16][CH2:15][CH:14]([N:17]([C:19]([O:21][C:22]([CH3:25])([CH3:24])[CH3:23])=[O:20])[CH3:18])[CH2:13][CH2:12]1)=O)C1C=CC=CC=1. Product: [C:22]([O:21][C:19](=[O:20])[N:17]([CH3:18])[CH:14]1[CH2:15][CH2:16][NH:11][CH2:12][CH2:13]1)([CH3:25])([CH3:24])[CH3:23]. The catalyst class is: 19.